This data is from Catalyst prediction with 721,799 reactions and 888 catalyst types from USPTO. The task is: Predict which catalyst facilitates the given reaction. (1) Reactant: [Cl:1][C:2]1[CH:10]=[CH:9][C:8]([C:11]2[N:12]([C:22]([O:24][C:25]([CH3:28])([CH3:27])[CH3:26])=[O:23])[C:13]3[C:18]([CH:19]=2)=[CH:17][C:16]([CH:20]=O)=[CH:15][CH:14]=3)=[C:7]2[C:3]=1[CH2:4][NH:5][C:6]2=[O:29].[CH3:30][N:31]([CH3:36])[CH2:32][CH2:33][NH:34][CH3:35].C(O[BH-](OC(=O)C)OC(=O)C)(=O)C.[Na+]. Product: [Cl:1][C:2]1[CH:10]=[CH:9][C:8]([C:11]2[N:12]([C:22]([O:24][C:25]([CH3:27])([CH3:28])[CH3:26])=[O:23])[C:13]3[C:18]([CH:19]=2)=[CH:17][C:16]([CH2:20][N:34]([CH2:33][CH2:32][N:31]([CH3:36])[CH3:30])[CH3:35])=[CH:15][CH:14]=3)=[C:7]2[C:3]=1[CH2:4][NH:5][C:6]2=[O:29]. The catalyst class is: 4. (2) Reactant: [CH3:1][N:2]1[C:6]([NH2:7])=[N:5][N:4]=[N:3]1.[H-].[Na+].[F:10][C:11]([F:45])([F:44])[C:12]1[CH:17]=[CH:16][C:15]([C:18]2[O:22][N:21]=[C:20]([CH:23]3[CH2:26][C:25]4([CH2:31][CH2:30][N:29]([C:32](OC5C=CC([N+]([O-])=O)=CC=5)=[O:33])[CH2:28][CH2:27]4)[CH2:24]3)[N:19]=2)=[CH:14][CH:13]=1.[Na]. Product: [CH3:1][N:2]1[C:6]([NH:7][C:32]([N:29]2[CH2:30][CH2:31][C:25]3([CH2:24][CH:23]([C:20]4[N:19]=[C:18]([C:15]5[CH:16]=[CH:17][C:12]([C:11]([F:44])([F:45])[F:10])=[CH:13][CH:14]=5)[O:22][N:21]=4)[CH2:26]3)[CH2:27][CH2:28]2)=[O:33])=[N:5][N:4]=[N:3]1. The catalyst class is: 566. (3) Reactant: [CH3:1][O:2][C:3](=[O:21])[CH2:4][S:5][C:6]1[C:11]([C:12]#[N:13])=[C:10]([C:14]2[CH:19]=[CH:18][CH:17]=[CH:16][CH:15]=2)[N:9]=[C:8]([NH2:20])[N:7]=1.C[O-].[Na+]. Product: [CH3:1][O:2][C:3]([C:4]1[S:5][C:6]2[N:7]=[C:8]([NH2:20])[N:9]=[C:10]([C:14]3[CH:19]=[CH:18][CH:17]=[CH:16][CH:15]=3)[C:11]=2[C:12]=1[NH2:13])=[O:21]. The catalyst class is: 5.